Dataset: NCI-60 drug combinations with 297,098 pairs across 59 cell lines. Task: Regression. Given two drug SMILES strings and cell line genomic features, predict the synergy score measuring deviation from expected non-interaction effect. Synergy scores: CSS=49.3, Synergy_ZIP=11.8, Synergy_Bliss=21.5, Synergy_Loewe=21.7, Synergy_HSA=21.9. Drug 2: CC1=C(C=C(C=C1)NC2=NC=CC(=N2)N(C)C3=CC4=NN(C(=C4C=C3)C)C)S(=O)(=O)N.Cl. Drug 1: CCCS(=O)(=O)NC1=C(C(=C(C=C1)F)C(=O)C2=CNC3=C2C=C(C=N3)C4=CC=C(C=C4)Cl)F. Cell line: ACHN.